Dataset: Peptide-MHC class II binding affinity with 134,281 pairs from IEDB. Task: Regression. Given a peptide amino acid sequence and an MHC pseudo amino acid sequence, predict their binding affinity value. This is MHC class II binding data. (1) The binding affinity (normalized) is 0.113. The peptide sequence is AAATDGTTVYGAFAA. The MHC is HLA-DPA10103-DPB10601 with pseudo-sequence HLA-DPA10103-DPB10601. (2) The peptide sequence is AGSYAADLGYGPATP. The MHC is DRB5_0101 with pseudo-sequence DRB5_0101. The binding affinity (normalized) is 0.494. (3) The peptide sequence is LKLTSGKIASCLNDN. The MHC is DRB1_1201 with pseudo-sequence DRB1_1201. The binding affinity (normalized) is 0.293. (4) The peptide sequence is GTWTYDGSVVA. The MHC is DRB1_1501 with pseudo-sequence DRB1_1501. The binding affinity (normalized) is 0.165. (5) The peptide sequence is GELQIVDFIDAAFKI. The MHC is DRB1_1201 with pseudo-sequence DRB1_1201. The binding affinity (normalized) is 0.519. (6) The peptide sequence is ATPEAKYDAYVATLS. The MHC is DRB1_1501 with pseudo-sequence DRB1_1501. The binding affinity (normalized) is 0.370. (7) The MHC is DRB1_0101 with pseudo-sequence DRB1_0101. The binding affinity (normalized) is 0.324. The peptide sequence is GELQIVDKWDAAFKI. (8) The peptide sequence is SHELMTMTRPILRLL. The MHC is DRB1_0802 with pseudo-sequence DRB1_0802. The binding affinity (normalized) is 0.505. (9) The peptide sequence is EKMYFAATQFEPLAA. The MHC is HLA-DQA10501-DQB10301 with pseudo-sequence HLA-DQA10501-DQB10301. The binding affinity (normalized) is 0.457.